This data is from HIV replication inhibition screening data with 41,000+ compounds from the AIDS Antiviral Screen. The task is: Binary Classification. Given a drug SMILES string, predict its activity (active/inactive) in a high-throughput screening assay against a specified biological target. (1) The drug is O=C1C(=Cc2ccccc2Cl)Cc2ccccc21. The result is 0 (inactive). (2) The compound is Cl.NCCCCNCCCNC(=O)c1nc(-c2nc(CCN)sc2Cl)sc1Cl. The result is 0 (inactive). (3) The drug is COc1nc(NC2OC(COC(C)=O)C(OC(C)=O)C(OC(C)=O)C2OC(C)=O)c(N=C(C)C(C)=O)c(=O)n1C. The result is 0 (inactive). (4) The molecule is COc1ccc(C=C(NC(=O)c2ccccc2)c2nc3ccccc3[nH]2)cc1OC. The result is 0 (inactive).